This data is from Cav3 T-type calcium channel HTS with 100,875 compounds. The task is: Binary Classification. Given a drug SMILES string, predict its activity (active/inactive) in a high-throughput screening assay against a specified biological target. (1) The molecule is O=C(N(CCc1ncccc1)C)CCNC(=O)Cn1c(=O)c2c(nc1)cccc2. The result is 0 (inactive). (2) The drug is P(=O)(c1c(OCP(O)(O)=O)cccc1)(c1ccccc1)c1ccccc1. The result is 0 (inactive). (3) The compound is S(=O)(=O)(NCCCCCC(=O)N)c1ccc(cc1)C. The result is 0 (inactive). (4) The molecule is S=c1nc(n2c(ccc2C)C)[nH][nH]1. The result is 0 (inactive). (5) The molecule is S(C(C)C(O)=O)c1sc(sc1SC(C)C(O)=O)=S. The result is 0 (inactive). (6) The compound is O=C1N(CC(C1)C(=O)Nc1cc2OCOc2cc1)c1ccc(OC(C)C)cc1. The result is 0 (inactive). (7) The molecule is O1c2c(C(CC(=O)N3CCN(CC3)c3ncccc3)c3c1cccc3)cccc2. The result is 0 (inactive).